From a dataset of Full USPTO retrosynthesis dataset with 1.9M reactions from patents (1976-2016). Predict the reactants needed to synthesize the given product. (1) Given the product [Cl:20][CH2:21][CH2:22][CH2:23][C:24]1([CH2:1][CH3:2])[CH2:33][C:32]2[C:27](=[CH:28][CH:29]=[CH:30][CH:31]=2)[N:26]([C:34]2[CH:39]=[CH:38][CH:37]=[CH:36][CH:35]=2)[C:25]1=[O:40], predict the reactants needed to synthesize it. The reactants are: [CH2:1](C1CC2C(=CC=CC=2)N(C2C=CC=CC=2)C1=O)[CH3:2].[Cl:20][CH2:21][CH2:22][CH2:23][CH:24]1[CH2:33][C:32]2[C:27](=[CH:28][CH:29]=[CH:30][CH:31]=2)[N:26]([C:34]2[CH:39]=[CH:38][CH:37]=[CH:36][CH:35]=2)[C:25]1=[O:40].BrCCCCl. (2) Given the product [CH2:1]([NH:5][C:6]1[CH:11]=[C:10]([O:26][C:23]2[CH:24]=[CH:25][C:20]([C:16]([CH3:19])([CH3:18])[CH3:17])=[CH:21][CH:22]=2)[CH:9]=[CH:8][C:7]=1[N+:13]([O-:15])=[O:14])[CH2:2][CH2:3][CH3:4], predict the reactants needed to synthesize it. The reactants are: [CH2:1]([NH:5][C:6]1[CH:11]=[C:10](F)[CH:9]=[CH:8][C:7]=1[N+:13]([O-:15])=[O:14])[CH2:2][CH2:3][CH3:4].[C:16]([C:20]1[CH:25]=[CH:24][C:23]([OH:26])=[CH:22][CH:21]=1)([CH3:19])([CH3:18])[CH3:17].C([O-])([O-])=O.[K+].[K+]. (3) Given the product [CH3:19][NH:20][C:16]([C:13]1[CH:14]=[CH:15][C:8]2[O:7][CH2:6][C@H:5]3[CH2:1][CH2:2][CH2:3][N:4]3[C:10](=[O:11])[C:9]=2[CH:12]=1)=[O:17], predict the reactants needed to synthesize it. The reactants are: [CH2:1]1[C@@H:5]2[CH2:6][O:7][C:8]3[CH:15]=[CH:14][C:13]([C:16](Cl)=[O:17])=[CH:12][C:9]=3[C:10](=[O:11])[N:4]2[CH2:3][CH2:2]1.[CH3:19][NH2:20]. (4) The reactants are: [NH2:1][C:2]1[CH:3]=[C:4]([OH:12])[C:5](=[CH:10][CH:11]=1)[C:6]([O:8][CH3:9])=[O:7].[F:13][CH:14]([F:26])[O:15][C:16]1[CH:17]=[C:18]([S:22](Cl)(=[O:24])=[O:23])[CH:19]=[CH:20][CH:21]=1. Given the product [F:26][CH:14]([F:13])[O:15][C:16]1[CH:17]=[C:18]([S:22]([NH:1][C:2]2[CH:11]=[CH:10][C:5]([C:6]([O:8][CH3:9])=[O:7])=[C:4]([OH:12])[CH:3]=2)(=[O:24])=[O:23])[CH:19]=[CH:20][CH:21]=1, predict the reactants needed to synthesize it. (5) Given the product [C:1]([O-:4])(=[O:3])[CH3:2].[NH4+:6].[C:1]([OH:4])(=[O:3])[CH3:2].[C:1]([OH:4])(=[O:3])[CH3:2].[C:5]([C:7]1[CH:8]=[C:9]([C:17]([N:19]([CH2:21][C@H:22]([C:35]2[CH:40]=[CH:39][C:38]([Cl:41])=[C:37]([Cl:42])[CH:36]=2)[CH2:23][CH2:24][N:25]2[CH2:28][CH:27]([N:29]3[CH2:34][CH2:33][S:32](=[O:3])[CH2:31][CH2:30]3)[CH2:26]2)[CH3:20])=[O:18])[C:10]2[C:15]([CH:16]=1)=[CH:14][CH:13]=[CH:12][CH:11]=2)#[N:6], predict the reactants needed to synthesize it. The reactants are: [C:1]([OH:4])(=[O:3])[CH3:2].[C:5]([C:7]1[CH:8]=[C:9]([C:17]([N:19]([CH2:21][C@H:22]([C:35]2[CH:40]=[CH:39][C:38]([Cl:41])=[C:37]([Cl:42])[CH:36]=2)[CH2:23][CH2:24][N:25]2[CH2:28][CH:27]([N:29]3[CH2:34][CH2:33][S:32][CH2:31][CH2:30]3)[CH2:26]2)[CH3:20])=[O:18])[C:10]2[C:15]([CH:16]=1)=[CH:14][CH:13]=[CH:12][CH:11]=2)#[N:6].OO. (6) Given the product [N:21]1[CH:20]=[N:19][N:17]2[CH:18]=[C:13]([C:10]3[N:9]([C:22]4[CH:23]=[C:24]([CH3:28])[CH:25]=[CH:26][CH:27]=4)[C:8](=[O:29])[N:7]([CH2:6][CH:1]4[CH2:2][CH2:5]4)[C:11]=3[CH3:12])[CH:14]=[CH:15][C:16]=12, predict the reactants needed to synthesize it. The reactants are: [CH:1]1([CH2:6][N:7]2[C:11]([CH3:12])=[C:10]([C:13]3[CH:14]=[CH:15][C:16]4[N:17]([N:19]=[CH:20][N:21]=4)[CH:18]=3)[N:9]([C:22]3[CH:23]=[C:24]([CH3:28])[CH:25]=[CH:26][CH:27]=3)[C:8]2=[O:29])[CH2:5]CC[CH2:2]1.ICC1CCCC1. (7) Given the product [F:27][C:22]1[CH:23]=[C:18]([C@H:17]2[CH2:16][O:15][C:14](=[O:26])[N:13]2[C:11]([O:10][C:7]2[CH:6]=[CH:5][C:4]([N+:1]([O-:3])=[O:2])=[CH:9][CH:8]=2)=[O:12])[CH:19]=[C:20]([F:25])[CH:21]=1, predict the reactants needed to synthesize it. The reactants are: [N+:1]([C:4]1[CH:9]=[CH:8][C:7]([O:10][C:11]([N:13]2[CH:17]([C:18]3[CH:23]=[CH:22][C:21](F)=[C:20]([F:25])[CH:19]=3)[CH2:16][O:15][C:14]2=[O:26])=[O:12])=[CH:6][CH:5]=1)([O-:3])=[O:2].[F:27]C1C=C(C=C(F)C=1)C=O. (8) Given the product [Cl:1][C:2]1[CH:3]=[C:4]([CH:23]=[CH:24][C:25]=1[Cl:26])[CH2:5][CH:6]1[C:15]2[CH:14]=[C:13]([OH:16])[CH:12]=[CH:11][C:10]=2[CH2:9][CH2:8][CH:7]1[N:18]1[CH2:19][CH2:20][CH2:21][CH2:22]1, predict the reactants needed to synthesize it. The reactants are: [Cl:1][C:2]1[CH:3]=[C:4]([CH:23]=[CH:24][C:25]=1[Cl:26])[CH2:5][CH:6]1[C:15]2[C:10](=[CH:11][CH:12]=[C:13]([O:16]C)[CH:14]=2)[CH2:9][CH2:8][CH:7]1[N:18]1[CH2:22][CH2:21][CH2:20][CH2:19]1.B(Br)(Br)Br. (9) Given the product [F:32][C:2]1([F:1])[O:6][C:5]2[CH:7]=[C:8]3[O:31][CH2:33][C:11]4([C:19]5[C:14](=[CH:15][CH:16]=[CH:17][CH:18]=5)[N:13]([CH2:20][C:21]5[O:22][C:23]([C:26]([F:28])([F:29])[F:27])=[CH:24][CH:25]=5)[C:12]4=[O:30])[C:9]3=[CH:10][C:4]=2[O:3]1, predict the reactants needed to synthesize it. The reactants are: [F:1][C:2]1([F:32])[O:6][C:5]2[CH:7]=[C:8]([OH:31])[C:9]([CH:11]3[C:19]4[C:14](=[CH:15][CH:16]=[CH:17][CH:18]=4)[N:13]([CH2:20][C:21]4[O:22][C:23]([C:26]([F:29])([F:28])[F:27])=[CH:24][CH:25]=4)[C:12]3=[O:30])=[CH:10][C:4]=2[O:3]1.[C:33]1(C(C2C=CC=CC=2)N2C3C(=CC=CC=3)C(C3C=C(C)C(OC)=CC=3O)C2=O)C=CC=CC=1. (10) Given the product [CH3:18][N:19]1[C:12]([C:10]2[CH:9]=[CH:8][C:5]3[O:6][CH2:7][C:2](=[O:1])[NH:3][C:4]=3[CH:11]=2)=[CH:13][C:14]([CH3:15])=[N:20]1, predict the reactants needed to synthesize it. The reactants are: [O:1]=[C:2]1[CH2:7][O:6][C:5]2[CH:8]=[CH:9][C:10]([C:12](=O)[CH2:13][C:14](=O)[CH3:15])=[CH:11][C:4]=2[NH:3]1.[CH3:18][NH:19][NH2:20].